Predict which catalyst facilitates the given reaction. From a dataset of Catalyst prediction with 721,799 reactions and 888 catalyst types from USPTO. (1) Reactant: [Cl:1][C:2]1[CH:9]=[CH:8][C:5]([CH2:6][NH2:7])=[CH:4][CH:3]=1.C[O-].[Na+].[OH:13][CH2:14][C:15]#[C:16][C:17]1[CH:18]=[C:19]2[C:24]3=[C:25]([CH2:27][C:28]([CH3:30])([CH3:29])[N:23]3[CH:22]=[C:21]([C:31](OCC)=[O:32])[C:20]2=[O:36])[CH:26]=1. Product: [Cl:1][C:2]1[CH:9]=[CH:8][C:5]([CH2:6][NH:7][C:31]([C:21]2[C:20](=[O:36])[C:19]3[C:24]4=[C:25]([CH2:27][C:28]([CH3:30])([CH3:29])[N:23]4[CH:22]=2)[CH:26]=[C:17]([C:16]#[C:15][CH2:14][OH:13])[CH:18]=3)=[O:32])=[CH:4][CH:3]=1. The catalyst class is: 5. (2) Reactant: [NH2:1][C@H:2]1[C:11]2[C:6](=[CH:7][CH:8]=[C:9]([C:12]3[CH:13]=[N:14][C:15]([C:18]([N:20]4[CH2:25][CH2:24][O:23][CH2:22][CH2:21]4)=[O:19])=[CH:16][CH:17]=3)[CH:10]=2)[N:5]([C:26](=[O:28])[CH3:27])[C@@H:4]([CH3:29])[CH2:3]1.Cl[C:31]1[CH:36]=[N:35][CH:34]=[CH:33][N:32]=1.C1(P(C2CCCCC2)C2C=CC=CC=2C2C(N(C)C)=CC=CC=2)CCCCC1.CC(C)([O-])C.[Na+]. Product: [CH3:29][C@H:4]1[CH2:3][C@@H:2]([NH:1][C:31]2[CH:36]=[N:35][CH:34]=[CH:33][N:32]=2)[C:11]2[C:6](=[CH:7][CH:8]=[C:9]([C:12]3[CH:13]=[N:14][C:15]([C:18]([N:20]4[CH2:25][CH2:24][O:23][CH2:22][CH2:21]4)=[O:19])=[CH:16][CH:17]=3)[CH:10]=2)[N:5]1[C:26](=[O:28])[CH3:27]. The catalyst class is: 62. (3) Reactant: [Cl:1][C:2]1[CH:7]=[CH:6][C:5]([S:8]([NH:11][C:12]2[CH:13]=[CH:14][C:15]([C:22]([F:25])([F:24])[F:23])=[C:16]3[C:21]=2[N:20]=[CH:19][CH:18]=[CH:17]3)(=[O:10])=[O:9])=[C:4]([N+:26]([O-])=O)[CH:3]=1.Cl[Sn]Cl. Product: [NH2:26][C:4]1[CH:3]=[C:2]([Cl:1])[CH:7]=[CH:6][C:5]=1[S:8]([NH:11][C:12]1[CH:13]=[CH:14][C:15]([C:22]([F:24])([F:25])[F:23])=[C:16]2[C:21]=1[N:20]=[CH:19][CH:18]=[CH:17]2)(=[O:9])=[O:10]. The catalyst class is: 422. (4) Reactant: [Cl:1][C:2]1[CH:32]=[CH:31][C:5]([CH2:6][N:7]2[C:15]3[C:14](=[O:16])[NH:13][C:12](=[O:17])[N:11]([CH3:18])[C:10]=3[N:9]=[C:8]2[O:19][C:20]2[CH:25]=[CH:24][CH:23]=[C:22]([O:26][C:27]([F:30])([F:29])[F:28])[CH:21]=2)=[CH:4][CH:3]=1.Br[CH2:34][CH2:35][C:36]([O:38][C:39]([CH3:42])([CH3:41])[CH3:40])=[O:37].C(=O)([O-])[O-].[K+].[K+]. Product: [Cl:1][C:2]1[CH:3]=[CH:4][C:5]([CH2:6][N:7]2[C:15]3[C:14](=[O:16])[N:13]([CH2:34][CH2:35][C:36]([O:38][C:39]([CH3:42])([CH3:41])[CH3:40])=[O:37])[C:12](=[O:17])[N:11]([CH3:18])[C:10]=3[N:9]=[C:8]2[O:19][C:20]2[CH:25]=[CH:24][CH:23]=[C:22]([O:26][C:27]([F:30])([F:28])[F:29])[CH:21]=2)=[CH:31][CH:32]=1. The catalyst class is: 18.